This data is from Reaction yield outcomes from USPTO patents with 853,638 reactions. The task is: Predict the reaction yield, written as a fraction of the theoretical maximum amount of product (1.0 means a 100% yield; for example, 0.34 means a 34% yield). The reactants are [C:1]([O:5][C:6]([N:8]1[CH2:13][CH2:12][CH:11]([NH:14][CH:15]([CH2:18][C:19]2[CH:24]=[CH:23][C:22]([Cl:25])=[CH:21][CH:20]=2)[CH2:16][OH:17])[CH2:10][CH2:9]1)=[O:7])([CH3:4])([CH3:3])[CH3:2].C(N(CC)CC)C.[C:33](C1NC=CN=1)(C1NC=CN=1)=[O:34]. The catalyst is C(Cl)Cl. The product is [C:1]([O:5][C:6]([N:8]1[CH2:13][CH2:12][CH:11]([N:14]2[CH:15]([CH2:18][C:19]3[CH:20]=[CH:21][C:22]([Cl:25])=[CH:23][CH:24]=3)[CH2:16][O:17][C:33]2=[O:34])[CH2:10][CH2:9]1)=[O:7])([CH3:4])([CH3:2])[CH3:3]. The yield is 0.800.